From a dataset of Full USPTO retrosynthesis dataset with 1.9M reactions from patents (1976-2016). Predict the reactants needed to synthesize the given product. Given the product [Cl:1][C:2]1[CH:3]=[C:4]([C:9]2([OH:18])[C:17]3[CH:16]=[CH:15][S:14][C:13]=3[C:12](=[O:19])[CH2:11][CH2:10]2)[CH:5]=[CH:6][C:7]=1[Cl:8], predict the reactants needed to synthesize it. The reactants are: [Cl:1][C:2]1[CH:3]=[C:4]([C:9]2([OH:18])[C:17]3[CH:16]=[CH:15][S:14][C:13]=3[CH2:12][CH2:11][CH2:10]2)[CH:5]=[CH:6][C:7]=1[Cl:8].[O-:19][Mn](=O)(=O)=O.[K+].